Dataset: NCI-60 drug combinations with 297,098 pairs across 59 cell lines. Task: Regression. Given two drug SMILES strings and cell line genomic features, predict the synergy score measuring deviation from expected non-interaction effect. Drug 1: COC1=C(C=C2C(=C1)N=CN=C2NC3=CC(=C(C=C3)F)Cl)OCCCN4CCOCC4. Drug 2: CCC1(CC2CC(C3=C(CCN(C2)C1)C4=CC=CC=C4N3)(C5=C(C=C6C(=C5)C78CCN9C7C(C=CC9)(C(C(C8N6C=O)(C(=O)OC)O)OC(=O)C)CC)OC)C(=O)OC)O.OS(=O)(=O)O. Cell line: K-562. Synergy scores: CSS=78.3, Synergy_ZIP=13.3, Synergy_Bliss=16.9, Synergy_Loewe=13.6, Synergy_HSA=17.2.